Task: Binary Classification. Given a T-cell receptor sequence (or CDR3 region) and an epitope sequence, predict whether binding occurs between them.. Dataset: TCR-epitope binding with 47,182 pairs between 192 epitopes and 23,139 TCRs The epitope is AYILFTRFFYV. The TCR CDR3 sequence is CASSLKTGALPSYNEQFF. Result: 1 (the TCR binds to the epitope).